This data is from Forward reaction prediction with 1.9M reactions from USPTO patents (1976-2016). The task is: Predict the product of the given reaction. (1) Given the reactants C([O:3][C:4](=[O:20])[C@@H:5]([O:18][CH3:19])[CH2:6][C:7]1[CH:12]=[CH:11][C:10]([O:13][CH2:14][C:15]([OH:17])=O)=[CH:9][CH:8]=1)C.[C:21]1([CH2:31][NH2:32])[C:30]2[C:25](=[CH:26][CH:27]=[CH:28][CH:29]=2)[CH:24]=[CH:23][CH:22]=1.C(O[C@@H](CC1C=CC(O[C@@H](C(=O)NCCC2C=CC(OC3C=CC=CC=3)=CC=2)C)=CC=1)C(O)=O)C, predict the reaction product. The product is: [CH3:19][O:18][C@@H:5]([CH2:6][C:7]1[CH:8]=[CH:9][C:10]([O:13][CH2:14][C:15](=[O:17])[NH:32][CH2:31][C:21]2[C:30]3[C:25](=[CH:26][CH:27]=[CH:28][CH:29]=3)[CH:24]=[CH:23][CH:22]=2)=[CH:11][CH:12]=1)[C:4]([OH:3])=[O:20]. (2) The product is: [CH2:8]([O:7][C:3]([CH2:4][O:5][C:15]1[C:16]([C:17]([O:19][CH2:20][CH3:21])=[O:18])=[CH:11][N:12]=[CH:13][N:14]=1)=[O:6])[CH3:9]. Given the reactants [H-].[Na+].[C:3]([O:7][CH2:8][CH3:9])(=[O:6])[CH2:4][OH:5].Cl[C:11]1[C:16]([C:17]([O:19][CH2:20][CH3:21])=[O:18])=[CH:15][N:14]=[CH:13][N:12]=1.C(O)(=O)C, predict the reaction product.